The task is: Predict which catalyst facilitates the given reaction.. This data is from Catalyst prediction with 721,799 reactions and 888 catalyst types from USPTO. (1) Reactant: C1(S(C(C(O)C(C)=CCCC(C)=CC(S(C2C=CC=CC=2)(=O)=O)CC=C(C)CCC=C(C)[CH:35]([OH:55])[CH:36](S(C2C=CC=CC=2)(=O)=O)C=C(C)CCC=C(C)C)C=C(C)CCC=C(C)C)(=O)=O)C=CC=CC=1.[CH:70]([O:72][CH2:73][CH3:74])=[CH2:71].C1(C)C=CC(S([O-])(=O)=[O:82])=CC=1.[NH+]1[CH:91]=[CH:90]C=CC=1. Product: [CH2:70]([O:72][CH:73]([O:82][CH:90]([O:55][CH2:35][CH3:36])[CH3:91])[CH3:74])[CH3:71]. The catalyst class is: 2. (2) Product: [CH:35]([O:38][CH:32]([CH3:31])[CH3:9])([CH3:36])[CH3:39].[CH3:33][N:2]([CH3:1])[CH2:3][CH2:4][CH2:5][NH:6][C:7]([C:9]1[CH:32]=[CH:31][C:12]2[NH:13][C:14]([C:16]3[C:28]4[C:27]5[C:22](=[CH:23][CH:24]=[CH:25][CH:26]=5)[CH:21]([NH2:29])[C:20]=4[CH:19]=[CH:18][CH:17]=3)=[N:15][C:11]=2[CH:10]=1)=[O:8]. Reactant: [CH3:1][N:2]([CH3:33])[CH2:3][CH2:4][CH2:5][NH:6][C:7]([C:9]1[CH:32]=[CH:31][C:12]2[NH:13][C:14]([C:16]3[C:28]4[C:27]5[C:22](=[CH:23][CH:24]=[CH:25][CH:26]=5)[C:21](=[N:29]O)[C:20]=4[CH:19]=[CH:18][CH:17]=3)=[N:15][C:11]=2[CH:10]=1)=[O:8].O.[C:35]([OH:38])(=O)[CH3:36].[CH2:39](O)C. The catalyst class is: 401. (3) Reactant: C1CCC(N=C=NC2CCCCC2)CC1.[CH3:16][CH2:17][SH:18].[C:19]([N:26]1[CH2:33][CH2:32][CH2:31][C@@H:27]1[C:28]([OH:30])=[O:29])([O:21][C:22]([CH3:25])([CH3:24])[CH3:23])=[O:20]. Product: [CH2:17]([S:18][O:30][C:28](=[O:29])[C@H:27]1[CH2:31][CH2:32][CH2:33][N:26]1[C:19]([O:21][C:22]([CH3:24])([CH3:23])[CH3:25])=[O:20])[CH3:16]. The catalyst class is: 79. (4) Reactant: FC(F)(F)C(O)=O.C([O:12][C:13]([N:15]1[CH2:24][C:23]([CH3:26])([CH3:25])[C:22]2[C:17](=[CH:18][CH:19]=[CH:20][CH:21]=2)[CH:16]1[C:27]1[CH:32]=[C:31]([Cl:33])[CH:30]=[CH:29][C:28]=1[O:34][CH2:35][C:36]([O:38]CC)=[O:37])=[O:14])(C)(C)C.C(N(CC)CC)C.ClC(O[CH2:52][C:53]1[CH:58]=[CH:57][CH:56]=[CH:55][CH:54]=1)=O. Product: [CH2:52]([O:12][C:13]([N:15]1[CH2:24][C:23]([CH3:26])([CH3:25])[C:18]2[C:17](=[CH:22][CH:21]=[CH:20][CH:19]=2)[CH:16]1[C:27]1[CH:32]=[C:31]([Cl:33])[CH:30]=[CH:29][C:28]=1[O:34][CH2:35][C:36]([OH:38])=[O:37])=[O:14])[C:53]1[CH:58]=[CH:57][CH:56]=[CH:55][CH:54]=1. The catalyst class is: 2. (5) Product: [CH2:10]([C:13]1[C:22]2[O:21][CH2:20][C:19]3=[C:32]([C:33]([O:35][CH2:36][CH3:37])=[O:34])[N:30]=[CH:31][N:18]3[C:17]=2[CH:16]=[CH:15][CH:14]=1)[CH:11]=[CH2:12]. Reactant: P(Cl)(OCC)(OCC)=O.[CH2:10]([C:13]1[C:22]2[O:21][CH2:20][C:19](=O)[NH:18][C:17]=2[CH:16]=[CH:15][CH:14]=1)[CH:11]=[CH2:12].CC(C)([O-])C.[K+].[N+:30]([CH2:32][C:33]([O:35][CH2:36][CH3:37])=[O:34])#[C-:31]. The catalyst class is: 3. (6) Reactant: C1(P(C2C=CC=CC=2)C2C=CC=CC=2)C=CC=CC=1.BrN1C(=O)CCC1=O.[CH:28]1([CH2:33][CH:34]([C:38]2[CH:43]=[CH:42][C:41]([S:44][CH3:45])=[C:40]([C:46]([F:49])([F:48])[F:47])[CH:39]=2)[C:35](O)=[O:36])[CH2:32][CH2:31][CH2:30][CH2:29]1.[NH2:50][C:51]1[CH:56]=[CH:55][C:54]([N+:57]([O-:59])=[O:58])=[CH:53][N:52]=1.N1C=CC=CC=1. Product: [CH:28]1([CH2:33][CH:34]([C:38]2[CH:43]=[CH:42][C:41]([S:44][CH3:45])=[C:40]([C:46]([F:47])([F:48])[F:49])[CH:39]=2)[C:35]([NH:50][C:51]2[CH:56]=[CH:55][C:54]([N+:57]([O-:59])=[O:58])=[CH:53][N:52]=2)=[O:36])[CH2:29][CH2:30][CH2:31][CH2:32]1. The catalyst class is: 2. (7) Reactant: C([O:3][C:4](=O)[CH2:5][N:6]1[CH2:11][CH2:10][CH2:9][CH2:8][CH:7]1[CH3:12])C.[NH2:14][NH2:15]. Product: [CH3:12][CH:7]1[CH2:8][CH2:9][CH2:10][CH2:11][N:6]1[CH2:5][C:4]([NH:14][NH2:15])=[O:3]. The catalyst class is: 8. (8) The catalyst class is: 9. Reactant: [CH2:1]([O:3][CH:4]([CH2:10][CH3:11])[CH2:5][CH2:6][CH2:7][CH2:8]O)[CH3:2].CS([Cl:16])(=O)=O.N1C=CC=CC=1. Product: [Cl:16][CH2:8][CH2:7][CH2:6][CH2:5][CH:4]([O:3][CH2:1][CH3:2])[CH2:10][CH3:11].